From a dataset of CYP2C19 inhibition data for predicting drug metabolism from PubChem BioAssay. Regression/Classification. Given a drug SMILES string, predict its absorption, distribution, metabolism, or excretion properties. Task type varies by dataset: regression for continuous measurements (e.g., permeability, clearance, half-life) or binary classification for categorical outcomes (e.g., BBB penetration, CYP inhibition). Dataset: cyp2c19_veith. The drug is Cc1nn(-c2ccccc2)c(Cl)c1/C=N/NC(=O)c1ccco1. The result is 1 (inhibitor).